From a dataset of Reaction yield outcomes from USPTO patents with 853,638 reactions. Predict the reaction yield, written as a fraction of the theoretical maximum amount of product (1.0 means a 100% yield; for example, 0.34 means a 34% yield). (1) The reactants are [F:1][C:2]1[CH:3]=[C:4]([CH:14]([NH:16][C:17]([C:19]2[O:20][C:21](Br)=[CH:22][CH:23]=2)=[O:18])[CH3:15])[CH:5]=[C:6]([F:13])[C:7]=1[NH:8][S:9]([CH3:12])(=[O:11])=[O:10].[CH:25]([C:28]1[CH:29]=[C:30]([OH:34])[CH:31]=[CH:32][CH:33]=1)([CH3:27])[CH3:26]. No catalyst specified. The product is [F:1][C:2]1[CH:3]=[C:4]([CH:14]([NH:16][C:17]([C:19]2[O:20][C:21]([O:34][C:30]3[CH:31]=[CH:32][CH:33]=[C:28]([CH:25]([CH3:27])[CH3:26])[CH:29]=3)=[CH:22][CH:23]=2)=[O:18])[CH3:15])[CH:5]=[C:6]([F:13])[C:7]=1[NH:8][S:9]([CH3:12])(=[O:11])=[O:10]. The yield is 0.140. (2) The reactants are [N:1]1[CH:2]=[CH:3][N:4]2[CH:9]=[CH:8][CH:7]=[C:6]([C:10](OC)=[O:11])[C:5]=12.[H-].[H-].[H-].[H-].[Li+].[Al+3].CCOCC. The catalyst is C1COCC1.C(OCC)(=O)C. The product is [N:1]1[CH:2]=[CH:3][N:4]2[CH:9]=[CH:8][CH:7]=[C:6]([CH2:10][OH:11])[C:5]=12. The yield is 0.400. (3) The reactants are Cl.[CH3:2][O:3][C:4]([CH:6]1[CH2:9][NH:8][CH2:7]1)=[O:5].Cl[C:11]1[N:16]=[CH:15][CH:14]=[CH:13][N:12]=1. The catalyst is CO. The product is [CH3:2][O:3][C:4]([CH:6]1[CH2:9][N:8]([C:11]2[N:16]=[CH:15][CH:14]=[CH:13][N:12]=2)[CH2:7]1)=[O:5]. The yield is 0.720. (4) The catalyst is C(#N)C. The yield is 0.910. The reactants are [CH3:1][O:2][CH2:3][C@@H:4]([O:6][C:7]1[CH:8]=[C:9]([OH:24])[CH:10]=[C:11]([C:13]2[NH:14][C:15]([C:18]3[O:19][CH2:20][C@@H:21]([CH3:23])[N:22]=3)=[CH:16][CH:17]=2)[CH:12]=1)[CH3:5].Br[C:26]1[CH:31]=[N:30][C:29]([S:32]([CH3:35])(=[O:34])=[O:33])=[CH:28][N:27]=1.C(=O)([O-])[O-].[Cs+].[Cs+].O. The product is [CH3:1][O:2][CH2:3][C@@H:4]([O:6][C:7]1[CH:8]=[C:9]([CH:10]=[C:11]([C:13]2[NH:14][C:15]([C:18]3[O:19][CH2:20][C@@H:21]([CH3:23])[N:22]=3)=[CH:16][CH:17]=2)[CH:12]=1)[O:24][C:26]1[CH:31]=[N:30][C:29]([S:32]([CH3:35])(=[O:34])=[O:33])=[CH:28][N:27]=1)[CH3:5]. (5) The reactants are [F:1][C:2]1([F:32])[CH2:7][CH2:6][N:5]([C:8]([C:10]2[NH:11][C:12]3[C:17]([CH:18]=2)=[CH:16][C:15]([C:19]([N:21]2[CH2:26][CH2:25][CH:24]([N:27]4[CH2:31][CH2:30][CH2:29][CH2:28]4)[CH2:23][CH2:22]2)=[O:20])=[CH:14][CH:13]=3)=[O:9])[CH2:4][CH2:3]1.[Cl:33][C:34]1[CH:39]=[CH:38][C:37](B(O)O)=[CH:36][N:35]=1.N1C=CC=CC=1. The catalyst is ClCCl.C([O-])(=O)C.[Cu+2].C([O-])(=O)C. The product is [Cl:33][C:34]1[N:35]=[CH:36][C:37]([N:11]2[C:12]3[C:17](=[CH:16][C:15]([C:19]([N:21]4[CH2:22][CH2:23][CH:24]([N:27]5[CH2:31][CH2:30][CH2:29][CH2:28]5)[CH2:25][CH2:26]4)=[O:20])=[CH:14][CH:13]=3)[CH:18]=[C:10]2[C:8]([N:5]2[CH2:6][CH2:7][C:2]([F:1])([F:32])[CH2:3][CH2:4]2)=[O:9])=[CH:38][CH:39]=1. The yield is 0.570. (6) The reactants are [F:1][C:2]1([F:21])[CH2:6][N:5]([C:7]([O:9][C:10]([CH3:13])([CH3:12])[CH3:11])=[O:8])[C@H:4]([CH2:14][CH:15]([CH3:20])[C:16]([O:18]C)=[O:17])[CH2:3]1.C(O)C.O[Li].O. The catalyst is O. The product is [C:10]([O:9][C:7]([N:5]1[CH2:6][C:2]([F:1])([F:21])[CH2:3][C@H:4]1[CH2:14][CH:15]([CH3:20])[C:16]([OH:18])=[O:17])=[O:8])([CH3:13])([CH3:11])[CH3:12]. The yield is 0.827. (7) The reactants are C([O:4][CH2:5][C:6]1[C:7]([N:29]2[CH2:41][CH2:40][N:32]3[C:33]4[CH2:34][CH2:35][CH2:36][CH2:37][C:38]=4[CH:39]=[C:31]3[C:30]2=[O:42])=[N:8][CH:9]=[CH:10][C:11]=1[C:12]1[CH:17]=[C:16]([NH:18][C:19]2[CH:23]=[C:22]([CH:24]3[CH2:26][CH2:25]3)[NH:21][N:20]=2)[C:15](=[O:27])[N:14]([CH3:28])[CH:13]=1)(=O)C.O[Li].O. The catalyst is CC(O)C.C1COCC1.O. The product is [CH:24]1([C:22]2[NH:21][N:20]=[C:19]([NH:18][C:16]3[C:15](=[O:27])[N:14]([CH3:28])[CH:13]=[C:12]([C:11]4[CH:10]=[CH:9][N:8]=[C:7]([N:29]5[CH2:41][CH2:40][N:32]6[C:33]7[CH2:34][CH2:35][CH2:36][CH2:37][C:38]=7[CH:39]=[C:31]6[C:30]5=[O:42])[C:6]=4[CH2:5][OH:4])[CH:17]=3)[CH:23]=2)[CH2:25][CH2:26]1. The yield is 0.540. (8) The catalyst is C(OCC)(=O)C.[Pd].C1(P(C2C=CC=CC=2)C2C=CC=CC=2)C=CC=CC=1.C1(P(C2C=CC=CC=2)C2C=CC=CC=2)C=CC=CC=1.C1(P(C2C=CC=CC=2)C2C=CC=CC=2)C=CC=CC=1.C1(P(C2C=CC=CC=2)C2C=CC=CC=2)C=CC=CC=1.[Pd]. The yield is 0.440. The product is [Si:17]([O:16][CH2:15][C@@H:14]([N:8]1[C:9]2[C:4](=[CH:3][C:2]([CH3:33])=[C:11]([O:12][CH3:13])[N:10]=2)[C:5](=[O:32])[C:6]([C:27]([O:29][CH2:30][CH3:31])=[O:28])=[CH:7]1)[CH:24]([CH3:26])[CH3:25])([C:20]([CH3:23])([CH3:22])[CH3:21])([CH3:19])[CH3:18]. The reactants are Br[C:2]1[CH:3]=[C:4]2[C:9](=[N:10][C:11]=1[O:12][CH3:13])[N:8]([C@@H:14]([CH:24]([CH3:26])[CH3:25])[CH2:15][O:16][Si:17]([C:20]([CH3:23])([CH3:22])[CH3:21])([CH3:19])[CH3:18])[CH:7]=[C:6]([C:27]([O:29][CH2:30][CH3:31])=[O:28])[C:5]2=[O:32].[CH3:33]B(O)O.C1COCC1.C(=O)([O-])[O-].[Na+].[Na+]. (9) The reactants are [CH3:1][N:2]1[CH2:7][CH2:6][NH:5][CH2:4][CH2:3]1.CCN(CC)CC.[Br:15][C:16]1[CH:24]=[CH:23][C:19]([C:20](Cl)=[O:21])=[CH:18][CH:17]=1. The catalyst is C(Cl)Cl. The product is [Br:15][C:16]1[CH:24]=[CH:23][C:19]([C:20]([N:5]2[CH2:6][CH2:7][N:2]([CH3:1])[CH2:3][CH2:4]2)=[O:21])=[CH:18][CH:17]=1. The yield is 0.950. (10) The reactants are [C:1]([C:3]1[CH:8]=[CH:7][C:6]([C:9]2[C:13]([C:14]3[CH:19]=[CH:18][C:17]([O:20][CH3:21])=[CH:16][CH:15]=3)=[CH:12][S:11][C:10]=2/[CH:22]=[CH:23]/[C:24]([O:26][CH2:27][CH3:28])=[O:25])=[C:5]([CH3:29])[CH:4]=1)#[N:2].OCC1(OC[C@@H](O)[C@@H](O)[C@H]1O)O.[H][H]. The catalyst is C(O)C.[Pd]. The product is [C:1]([C:3]1[CH:8]=[CH:7][C:6]([C:9]2[C:13]([C:14]3[CH:19]=[CH:18][C:17]([O:20][CH3:21])=[CH:16][CH:15]=3)=[CH:12][S:11][C:10]=2[CH2:22][CH2:23][C:24]([O:26][CH2:27][CH3:28])=[O:25])=[C:5]([CH3:29])[CH:4]=1)#[N:2]. The yield is 0.737.